Dataset: Full USPTO retrosynthesis dataset with 1.9M reactions from patents (1976-2016). Task: Predict the reactants needed to synthesize the given product. (1) Given the product [CH:18]1([CH2:17][O:16][C:13]2[C:12]([C:21]3[CH:26]=[CH:25][C:24]([O:27][CH3:28])=[CH:23][CH:22]=3)=[CH:11][C:10]([CH:5]([CH2:6][CH:7]([CH3:9])[CH3:8])[C:4]([OH:29])=[O:3])=[CH:15][CH:14]=2)[CH2:19][CH2:20]1, predict the reactants needed to synthesize it. The reactants are: C([O:3][C:4](=[O:29])[CH:5]([C:10]1[CH:11]=[C:12]([C:21]2[CH:26]=[CH:25][C:24]([O:27][CH3:28])=[CH:23][CH:22]=2)[C:13]([O:16][CH2:17][CH:18]2[CH2:20][CH2:19]2)=[CH:14][CH:15]=1)[CH2:6][CH:7]([CH3:9])[CH3:8])C.O.[OH-].[Li+]. (2) Given the product [O:63]1[CH2:64][CH2:65][N:60]([C:55]2[CH:54]=[C:53]([C:45]3[C:44]4[O:43][C:42]5[C:51](=[CH:52][C:39](/[CH:2]=[CH:1]/[C:3]6[CH:4]=[N:5][CH:6]=[CH:7][CH:8]=6)=[CH:40][CH:41]=5)[CH2:50][C:49]=4[CH:48]=[CH:47][CH:46]=3)[NH:58][C:57](=[O:59])[CH:56]=2)[CH2:61][CH2:62]1, predict the reactants needed to synthesize it. The reactants are: [CH:1]([C:3]1[CH:4]=[N:5][CH:6]=[CH:7][CH:8]=1)=[CH2:2].C1(C)C=CC=CC=1P(C1C=CC=CC=1C)C1C=CC=CC=1C.C(N(CC)CC)C.Br[C:39]1[CH:52]=[C:51]2[C:42]([O:43][C:44]3[C:45]([C:53]4[NH:58][C:57](=[O:59])[CH:56]=[C:55]([N:60]5[CH2:65][CH2:64][O:63][CH2:62][CH2:61]5)[CH:54]=4)=[CH:46][CH:47]=[CH:48][C:49]=3[CH2:50]2)=[CH:41][CH:40]=1.